The task is: Predict the reactants needed to synthesize the given product.. This data is from Full USPTO retrosynthesis dataset with 1.9M reactions from patents (1976-2016). (1) Given the product [C:23]([O:22][C:21]([NH:20][CH2:19][C:9]1[C:10]([CH2:15][CH:16]([CH3:18])[CH3:17])=[N:11][C:12]2[C:7]([C:8]=1[C:28]1[CH:29]=[CH:30][C:31]([CH3:34])=[CH:32][CH:33]=1)=[CH:6][C:5]([CH2:4][CH2:3][C:2]([OH:40])=[O:35])=[CH:14][CH:13]=2)=[O:27])([CH3:24])([CH3:25])[CH3:26], predict the reactants needed to synthesize it. The reactants are: N[C:2](=[O:35])[CH2:3][CH2:4][C:5]1[CH:6]=[C:7]2[C:12](=[CH:13][CH:14]=1)[N:11]=[C:10]([CH2:15][CH:16]([CH3:18])[CH3:17])[C:9]([CH2:19][NH:20][C:21](=[O:27])[O:22][C:23]([CH3:26])([CH3:25])[CH3:24])=[C:8]2[C:28]1[CH:33]=[CH:32][C:31]([CH3:34])=[CH:30][CH:29]=1.[OH-].[Na+].C([OH:40])C.Cl. (2) Given the product [Cl:14][C:5]1[C:6]2[C:11](=[CH:10][C:9]([O:12][CH3:13])=[CH:8][CH:7]=2)[C:2]([CH:20]=[O:21])=[CH:3][N:4]=1, predict the reactants needed to synthesize it. The reactants are: Br[C:2]1[C:11]2[C:6](=[CH:7][CH:8]=[C:9]([O:12][CH3:13])[CH:10]=2)[C:5]([Cl:14])=[N:4][CH:3]=1.[Li]CCCC.[CH3:20][O:21]N(C)C=O. (3) Given the product [CH:28]1([S:31]([O:26][C:11]2[N:10]=[CH:9][CH:8]=[C:7]3[C:12]=2[CH:13]([C:14]2[CH:15]=[CH:16][CH:17]=[C:18]4[C:23]=2[O:22][C:21]([CH3:24])=[CH:20][C:19]4=[O:25])[C:4]([C:1](=[O:3])[CH3:2])=[C:5]([CH3:27])[NH:6]3)(=[O:33])=[O:32])[CH2:30][CH2:29]1, predict the reactants needed to synthesize it. The reactants are: [C:1]([C:4]1[CH:13]([C:14]2[CH:15]=[CH:16][CH:17]=[C:18]3[C:23]=2[O:22][C:21]([CH3:24])=[CH:20][C:19]3=[O:25])[C:12]2[C:11](=[O:26])[NH:10][CH:9]=[CH:8][C:7]=2[NH:6][C:5]=1[CH3:27])(=[O:3])[CH3:2].[CH:28]1([S:31](Cl)(=[O:33])=[O:32])[CH2:30][CH2:29]1. (4) Given the product [CH3:1][C:2]1[C:6]([C:7]2[CH:8]=[C:9]([C:19]([C:21]3[CH:26]=[CH:25][CH:24]=[CH:23][N:22]=3)([OH:20])[CH:28]([CH3:29])[CH2:30][CH3:31])[C:10]3[N:14]=[C:13]([O:15][CH2:16][CH3:17])[NH:12][C:11]=3[CH:18]=2)=[C:5]([CH3:27])[O:4][N:3]=1, predict the reactants needed to synthesize it. The reactants are: [CH3:1][C:2]1[C:6]([C:7]2[CH:8]=[C:9]([C:19]([C:21]3[CH:26]=[CH:25][CH:24]=[CH:23][N:22]=3)=[O:20])[C:10]3[N:14]=[C:13]([O:15][CH2:16][CH3:17])[NH:12][C:11]=3[CH:18]=2)=[C:5]([CH3:27])[O:4][N:3]=1.[CH:28]([Mg]Br)([CH2:30][CH3:31])[CH3:29]. (5) The reactants are: [F:1][C:2]1[CH:9]=[CH:8][C:7]([C:10]2[CH:15]=[C:14]([NH:16][CH2:17][CH2:18][C:19]3[CH:24]=[CH:23][C:22]([O:25][CH3:26])=[CH:21][CH:20]=3)[N:13]=[C:12]([O:27][CH3:28])[N:11]=2)=[CH:6][C:3]=1[CH:4]=O.[CH3:29][N:30]([CH2:32][CH2:33][NH2:34])[CH3:31].C(O[BH-](OC(=O)C)OC(=O)C)(=O)C.[Na+].[ClH:49]. Given the product [ClH:49].[F:1][C:2]1[CH:9]=[CH:8][C:7]([C:10]2[CH:15]=[C:14]([NH:16][CH2:17][CH2:18][C:19]3[CH:20]=[CH:21][C:22]([O:25][CH3:26])=[CH:23][CH:24]=3)[N:13]=[C:12]([O:27][CH3:28])[N:11]=2)=[CH:6][C:3]=1[CH2:4][NH:34][CH2:33][CH2:32][N:30]([CH3:31])[CH3:29], predict the reactants needed to synthesize it. (6) Given the product [NH:21]1[C:17]([C:13]2[CH:12]=[C:11]([NH:10][S:7]([C:5]3[S:6][C:2]([C:29]4[CH:30]=[C:25]([CH:26]=[CH:27][CH:28]=4)[C:23]([NH2:22])=[O:24])=[CH:3][CH:4]=3)(=[O:9])=[O:8])[CH:16]=[CH:15][CH:14]=2)=[N:18][N:19]=[N:20]1, predict the reactants needed to synthesize it. The reactants are: Br[C:2]1[S:6][C:5]([S:7]([NH:10][C:11]2[CH:16]=[CH:15][CH:14]=[C:13]([C:17]3[NH:21][N:20]=[N:19][N:18]=3)[CH:12]=2)(=[O:9])=[O:8])=[CH:4][CH:3]=1.[NH2:22][C:23]([C:25]1[CH:26]=[C:27](B(O)O)[CH:28]=[CH:29][CH:30]=1)=[O:24]. (7) Given the product [ClH:1].[CH:20]1([CH2:19][N:10]2[C:11]3[C:16](=[CH:15][CH:14]=[CH:13][C:12]=3[O:17][CH3:18])[C:8]([C:6]3[N:7]=[C:3]([CH2:2][N:28]([CH2:29][CH3:30])[CH2:26][CH3:27])[S:4][CH:5]=3)=[CH:9]2)[CH2:25][CH2:24][CH2:23][CH2:22][CH2:21]1, predict the reactants needed to synthesize it. The reactants are: [Cl:1][CH2:2][C:3]1[S:4][CH:5]=[C:6]([C:8]2[C:16]3[C:11](=[C:12]([O:17][CH3:18])[CH:13]=[CH:14][CH:15]=3)[N:10]([CH2:19][CH:20]3[CH2:25][CH2:24][CH2:23][CH2:22][CH2:21]3)[CH:9]=2)[N:7]=1.[CH2:26]([NH:28][CH2:29][CH3:30])[CH3:27]. (8) Given the product [Br:16][C:17]1[CH:18]=[C:19]2[C:24](=[CH:25][CH:26]=1)[CH2:23][C@H:22]([NH:27][C:9](=[O:10])[O:11][C:12]([CH3:13])([CH3:14])[CH3:15])[CH2:21][CH2:20]2, predict the reactants needed to synthesize it. The reactants are: O([C:9]([O:11][C:12]([CH3:15])([CH3:14])[CH3:13])=[O:10])[C:9]([O:11][C:12]([CH3:15])([CH3:14])[CH3:13])=[O:10].[Br:16][C:17]1[CH:18]=[C:19]2[C:24](=[CH:25][CH:26]=1)[CH2:23][C@H:22]([NH2:27])[CH2:21][CH2:20]2.C(N(CC)CC)C. (9) Given the product [CH:1]([C:4]1[CH:5]=[CH:6][C:7]([O:36][CH3:37])=[C:8]([C:10]2[CH:15]=[CH:14][C:13]([C:16]([F:18])([F:19])[F:17])=[CH:12][C:11]=2[CH2:20][N:21]([CH2:22][C:23]2[CH:28]=[C:27]([C:29]([F:30])([F:31])[F:32])[CH:26]=[C:25]([N+:33]([O-:35])=[O:34])[CH:24]=2)[C:39](=[O:40])[O:41][CH3:42])[CH:9]=1)([CH3:3])[CH3:2], predict the reactants needed to synthesize it. The reactants are: [CH:1]([C:4]1[CH:5]=[CH:6][C:7]([O:36][CH3:37])=[C:8]([C:10]2[CH:15]=[CH:14][C:13]([C:16]([F:19])([F:18])[F:17])=[CH:12][C:11]=2[CH2:20][NH:21][CH2:22][C:23]2[CH:28]=[C:27]([C:29]([F:32])([F:31])[F:30])[CH:26]=[C:25]([N+:33]([O-:35])=[O:34])[CH:24]=2)[CH:9]=1)([CH3:3])[CH3:2].Cl[C:39]([O:41][CH3:42])=[O:40].C(N(CC)C(C)C)(C)C.O.